Dataset: Reaction yield outcomes from USPTO patents with 853,638 reactions. Task: Predict the reaction yield, written as a fraction of the theoretical maximum amount of product (1.0 means a 100% yield; for example, 0.34 means a 34% yield). The reactants are [CH3:1][O:2][C:3]1[CH:10]=[CH:9][C:6]([CH:7]=O)=[CH:5][CH:4]=1.[CH3:11][C:12]([CH3:14])=[O:13].[OH-].[Na+].O. The catalyst is C(O)C. The product is [CH3:1][O:2][C:3]1[CH:10]=[CH:9][C:6]([CH:7]=[CH:11][C:12](=[O:13])[CH3:14])=[CH:5][CH:4]=1. The yield is 0.620.